This data is from Catalyst prediction with 721,799 reactions and 888 catalyst types from USPTO. The task is: Predict which catalyst facilitates the given reaction. (1) Reactant: CC1C=CC(S([O:11][CH2:12][CH2:13][O:14][CH2:15][CH2:16]O)(=O)=O)=CC=1.[N-:18]=[N+:19]=[N-:20].[Na+]. Product: [N:18]([CH2:16][CH2:15][O:14][CH2:13][CH2:12][OH:11])=[N+:19]=[N-:20]. The catalyst class is: 9. (2) Reactant: [F:1][C:2]([F:37])([F:36])[CH:3]([C:30]1[CH:35]=[CH:34][N:33]=[CH:32][CH:31]=1)[O:4][C:5]1[C:6]([N:15](COCC[Si](C)(C)C)[S:16]([CH2:19][CH2:20][CH3:21])(=[O:18])=[O:17])=[N:7][C:8]2[C:13]([N:14]=1)=[CH:12][CH:11]=[CH:10][CH:9]=2. Product: [F:37][C:2]([F:1])([F:36])[CH:3]([C:30]1[CH:31]=[CH:32][N:33]=[CH:34][CH:35]=1)[O:4][C:5]1[C:6]([NH:15][S:16]([CH2:19][CH2:20][CH3:21])(=[O:18])=[O:17])=[N:7][C:8]2[C:13]([N:14]=1)=[CH:12][CH:11]=[CH:10][CH:9]=2. The catalyst class is: 55. (3) Reactant: IC.[CH3:3][C:4]1[N:5]=[C:6]([NH:9][C:10]2[N:15]=[CH:14][C:13]([OH:16])=[CH:12][C:11]=2[O:17][C:18]2[CH:23]=[CH:22][CH:21]=[CH:20][CH:19]=2)[S:7][CH:8]=1.[C:24](=O)([O-])[O-].[K+].[K+]. Product: [CH3:24][O:16][C:13]1[CH:12]=[C:11]([O:17][C:18]2[CH:19]=[CH:20][CH:21]=[CH:22][CH:23]=2)[C:10]([NH:9][C:6]2[S:7][CH:8]=[C:4]([CH3:3])[N:5]=2)=[N:15][CH:14]=1. The catalyst class is: 3. (4) Reactant: [N:1]1[C:5]2[CH:6]=[CH:7][N:8]=[CH:9][C:4]=2[NH:3][CH:2]=1.CC(C)([O-])C.[K+].F[C:17]1[C:26]2[C:21](=[CH:22][CH:23]=[CH:24][CH:25]=2)[C:20]([N+:27]([O-:29])=[O:28])=[CH:19][CH:18]=1. Product: [N+:27]([C:20]1[C:21]2[C:26](=[CH:25][CH:24]=[CH:23][CH:22]=2)[C:17]([N:1]2[C:5]3[CH:6]=[CH:7][N:8]=[CH:9][C:4]=3[N:3]=[CH:2]2)=[CH:18][CH:19]=1)([O-:29])=[O:28]. The catalyst class is: 16. (5) Reactant: [CH2:1]([N:3]1[C:8]2[N:9]=[C:10]([S:14][CH3:15])[N:11]=[C:12]([CH3:13])[C:7]=2[CH:6]=[CH:5][C:4]1=[O:16])[CH3:2].[Br:17]Br. Product: [Br:17][C:5]1[C:4](=[O:16])[N:3]([CH2:1][CH3:2])[C:8]2[N:9]=[C:10]([S:14][CH3:15])[N:11]=[C:12]([CH3:13])[C:7]=2[CH:6]=1. The catalyst class is: 2. (6) Reactant: [Cl:1][C:2]1[CH:7]=[CH:6][C:5]([C:8]2[C:12](=[O:13])[N:11]([CH2:14][C:15]([NH:17][C:18]3[CH:23]=[CH:22][C:21]([F:24])=[C:20]([F:25])[CH:19]=3)=[O:16])[C:10]3([CH2:30][CH2:29][CH2:28][N:27](C(OC(C)(C)C)=O)[CH2:26]3)[N:9]=2)=[CH:4][CH:3]=1.Cl. Product: [Cl:1][C:2]1[CH:7]=[CH:6][C:5]([C:8]2[C:12](=[O:13])[N:11]([CH2:14][C:15]([NH:17][C:18]3[CH:23]=[CH:22][C:21]([F:24])=[C:20]([F:25])[CH:19]=3)=[O:16])[C:10]3([CH2:30][CH2:29][CH2:28][NH:27][CH2:26]3)[N:9]=2)=[CH:4][CH:3]=1. The catalyst class is: 12. (7) Reactant: [CH3:1][C:2]1[N:6]([CH:7]2[CH2:13][CH:12]3[N:14]([CH2:15][CH2:16][C:17]4([C:34]5[CH:39]=[CH:38][CH:37]=[CH:36][CH:35]=5)[CH2:22][CH2:21][N:20]([C:23]([C:25]5[CH:33]=[CH:32][CH:31]=[CH:30][C:26]=5[C:27](O)=[O:28])=[O:24])[CH2:19][CH2:18]4)[CH:9]([CH2:10][CH2:11]3)[CH2:8]2)[C:5]2[CH:40]=[CH:41][CH:42]=[CH:43][C:4]=2[N:3]=1.N.C([N:47](CC)CC)C.CN(C(ON1N=NC2C=CC=NC1=2)=[N+](C)C)C.F[P-](F)(F)(F)(F)F. Product: [CH3:1][C:2]1[N:6]([CH:7]2[CH2:13][CH:12]3[N:14]([CH2:15][CH2:16][C:17]4([C:34]5[CH:35]=[CH:36][CH:37]=[CH:38][CH:39]=5)[CH2:22][CH2:21][N:20]([C:23]([C:25]5[CH:33]=[CH:32][CH:31]=[CH:30][C:26]=5[C:27]([NH2:47])=[O:28])=[O:24])[CH2:19][CH2:18]4)[CH:9]([CH2:10][CH2:11]3)[CH2:8]2)[C:5]2[CH:40]=[CH:41][CH:42]=[CH:43][C:4]=2[N:3]=1. The catalyst class is: 2. (8) The catalyst class is: 8. Reactant: [F:1][C:2]([F:27])([F:26])[O:3][C:4]1[CH:9]=[CH:8][C:7]([S:10]([N:13]2[CH2:18][CH2:17][CH:16](/[CH:19]=[CH:20]/[C:21]([O:23]CC)=[O:22])[CH2:15][CH2:14]2)(=[O:12])=[O:11])=[CH:6][CH:5]=1.[OH-].[Na+]. Product: [F:27][C:2]([F:1])([F:26])[O:3][C:4]1[CH:5]=[CH:6][C:7]([S:10]([N:13]2[CH2:14][CH2:15][CH:16](/[CH:19]=[CH:20]/[C:21]([OH:23])=[O:22])[CH2:17][CH2:18]2)(=[O:11])=[O:12])=[CH:8][CH:9]=1. (9) Reactant: [C:1]([O:9][CH3:10])(=[O:8])[C:2]1[CH:7]=[CH:6][N:5]=[CH:4][CH:3]=1.[N+:11](C1C=C([N+]([O-])=O)C=CC=1ON)([O-])=O.[C:25]([C:27]1[CH:32]=[CH:31][C:30]([C:33]([F:36])([F:35])[F:34])=[CH:29][CH:28]=1)#[CH:26].C(=O)([O-])[O-].[K+].[K+]. Product: [F:36][C:33]([F:34])([F:35])[C:30]1[CH:31]=[CH:32][C:27]([C:25]2[CH:26]=[N:11][N:5]3[CH:6]=[CH:7][C:2]([C:1]([O:9][CH3:10])=[O:8])=[CH:3][C:4]=23)=[CH:28][CH:29]=1. The catalyst class is: 3. (10) Reactant: [CH3:1][O:2][C:3]1[CH:4]=[C:5]2[C:10](=[CH:11][C:12]=1[O:13][CH3:14])[C:9]([CH3:15])=[N:8][C:7]([OH:16])=[CH:6]2.[OH-].[K+].Cl.Cl[CH2:21][C:22]1[CH:23]=[N:24][C:25]2[C:30]([CH:31]=1)=[CH:29][CH:28]=[C:27]([O:32][CH3:33])[CH:26]=2.C(O)(=O)CC(CC(O)=O)(C(O)=O)O.C([O-])(O)=O.[Na+]. Product: [CH3:1][O:2][C:3]1[CH:4]=[C:5]2[C:10](=[CH:11][C:12]=1[O:13][CH3:14])[C:9]([CH3:15])=[N:8][C:7]([OH:16])=[C:6]2[CH2:21][C:22]1[CH:23]=[N:24][C:25]2[C:30]([CH:31]=1)=[CH:29][CH:28]=[C:27]([O:32][CH3:33])[CH:26]=2. The catalyst class is: 260.